From a dataset of Experimentally validated miRNA-target interactions with 360,000+ pairs, plus equal number of negative samples. Binary Classification. Given a miRNA mature sequence and a target amino acid sequence, predict their likelihood of interaction. (1) The miRNA is mmu-miR-3099-3p with sequence UAGGCUAGAGAGAGGUUGGGGA. The protein sequence of the target gene is MSAFGHDEAWMEAGGFGLEAAERTEYQSLCKSKLLFLGEQSVGKTSIISRFMYNSFGCACQATVGIDFLSKTMYLEDQIVQLQLWDTAGQERFHSLIPSYIRDSTIAVVVYDITNINSFKETDKWVEHVRAERGDDVVIMLLGNKIDLDNKRQVTAEQGEEKSRNLNVMFIETSAKTGYNVKKLFRRVASALLSTRTSPPPKEGTVEIELESFEESGNRSYC. Result: 0 (no interaction). (2) The protein sequence of the target gene is MDSRLQEIRERQKLRRQLLAQQLGAESADSIGAVLNSKDEQREIAETRETCRASYDTSAPNAKRKYLDEGETDEDKMEEYKDELEMQQDEENLPYEEEIYKDSSTFLKGTQSLNPHNDYCQHFVDTGHRPQNFIRDVGLADRFEEYPKLRELIRLKDELIAKSNTPPMYLQADIEAFDIRELTPKFDVILLEPPLEEYYRETGITANEKCWTWDDIMKLEIDEIAAPRSFIFLWCGSGEGLDLGRVCLRKWGYRRCEDICWIKTNKNNPGKTKTLDPKAVFQRTKEHCLMGIKGTVKRST.... Result: 0 (no interaction). The miRNA is hsa-miR-653-5p with sequence GUGUUGAAACAAUCUCUACUG. (3) The miRNA is osa-miR160a-5p with sequence UGCCUGGCUCCCUGUAUGCCA. The protein sequence of the target gene is MIPQVVTNETITTISPNGINFPQKDESQPTQQRQDSLKKHLKAEIKVIVAIQIMCAVTVLALGIILASVPPVPYFNSVFSVLLKSGYPFIGALFFIASGILSIITERKSTKPLVDASLTLNILSVSFAFVGIIIISVSLAGLHPASEQCKQSKELSLIEHDYYQPFYNSDRSECAVTKSILTGALSVMLIISVLELGLALLSAMLWLREGVLTSLRM. Result: 0 (no interaction). (4) The miRNA is hsa-miR-1251-5p with sequence ACUCUAGCUGCCAAAGGCGCU. The protein sequence of the target gene is MSSDEKGISPAHKTSTPTHRSASSSTSSQRESRQSIHVLERTASSSTEPSVSRQLLEPEPIPLSKEADSWEIIEGLKIGQTNVQKPDRHEGFMLKKRKWPLKGWHKRFFVLDNGMLKYSKAPLDIQKGKVHGSIDVGLSVMSIKKKARRIDLDTEEHIYHLKVKSQDWFDAWVSKLRHHRLYRQNEIVRSPRDASFHIFPATSTAESSPAANVSVVDGKMQPNSFPWQSPLPCSNSLPATCTTGQSKVAAWLQDSEEMDRCAEDLAHCQSNLVELSKLLQNLEILQRTQSAPNFTDMQAN.... Result: 0 (no interaction). (5) The miRNA is hsa-miR-4276 with sequence CUCAGUGACUCAUGUGC. The protein sequence of the target gene is MEDGVAGPQLGAAAEAAEAAEARARPGVTLRPFAPLSGAAEADEGGGDWSFIDCEMEEVDLQDLPSATIACHLDPRVFVDGLCRAKFESLFRTYDKDITFQYFKSFKRVRINFSNPFSAADARLQLHKTEFLGKEMKLYFAQTLHIGSSHLAPPNPDKQFLISPPASPPVGWKQVEDATPVINYDLLYAISKLGPGEKYELHAATDTTPSVVVHVCESDQEKEEEEEMERMRRPKPKIIQTRRPEYTPIHLS. Result: 1 (interaction).